From a dataset of Peptide-MHC class I binding affinity with 185,985 pairs from IEDB/IMGT. Regression. Given a peptide amino acid sequence and an MHC pseudo amino acid sequence, predict their binding affinity value. This is MHC class I binding data. (1) The peptide sequence is RENGGYWLL. The binding affinity (normalized) is 0.0847. The MHC is HLA-A11:01 with pseudo-sequence HLA-A11:01. (2) The peptide sequence is KSFKDQSKY. The MHC is HLA-A01:01 with pseudo-sequence HLA-A01:01. The binding affinity (normalized) is 0.344.